Task: Predict the reactants needed to synthesize the given product.. Dataset: Full USPTO retrosynthesis dataset with 1.9M reactions from patents (1976-2016) (1) Given the product [CH3:1][O:2][C:3](=[O:37])[C@@H:4]([NH:14][C:15]([C:17]1[C:18]([CH3:36])=[N:19][C:20]([NH:24][CH2:25][CH2:26][CH2:27][C:28]2[CH:33]=[CH:32][C:31]([CH3:34])=[C:30]([OH:35])[CH:29]=2)=[N:21][C:22]=1[CH3:23])=[O:16])[CH2:5][NH:6][C:7]([C:56]1[S:55][CH:59]=[CH:38][CH:40]=1)=[O:8], predict the reactants needed to synthesize it. The reactants are: [CH3:1][O:2][C:3](=[O:37])[C@@H:4]([NH:14][C:15]([C:17]1[C:18]([CH3:36])=[N:19][C:20]([NH:24][CH2:25][CH2:26][CH2:27][C:28]2[CH:33]=[CH:32][C:31]([CH3:34])=[C:30]([OH:35])[CH:29]=2)=[N:21][C:22]=1[CH3:23])=[O:16])[CH2:5][NH:6][C:7](OC(C)(C)C)=[O:8].[C:38](O)([C:40](F)(F)F)=O.C(Cl)Cl.C(N(CC)CC)C.[S:55]1[CH:59]=CC=[C:56]1C(O)=O.CN(C(ON1N=NC2C=CC=CC1=2)=[N+](C)C)C.F[P-](F)(F)(F)(F)F.C1C=CC2N(O)N=NC=2C=1. (2) Given the product [C:32]([CH2:31][O:1][C:2]1[CH:3]=[C:4]2[C:9](=[CH:10][CH:11]=1)[CH:8]=[C:7]([CH2:12][N:13]([CH3:29])[C:14]([C:16]1[C:20]3[CH:21]=[CH:22][CH:23]=[CH:24][C:19]=3[O:18][C:17]=1[CH2:25][CH2:26][CH2:27][CH3:28])=[O:15])[CH:6]=[CH:5]2)#[N:33], predict the reactants needed to synthesize it. The reactants are: [OH:1][C:2]1[CH:3]=[C:4]2[C:9](=[CH:10][CH:11]=1)[CH:8]=[C:7]([CH2:12][N:13]([CH3:29])[C:14]([C:16]1[C:20]3[CH:21]=[CH:22][CH:23]=[CH:24][C:19]=3[O:18][C:17]=1[CH2:25][CH2:26][CH2:27][CH3:28])=[O:15])[CH:6]=[CH:5]2.Br[CH2:31][C:32]#[N:33].C(=O)([O-])[O-].[K+].[K+]. (3) Given the product [CH2:50]([O:49][C:47](=[O:48])[CH2:46][O:20][C:18]1[CH:17]=[CH:16][C:15]([C:21]([N:23]2[C@H:32]([CH2:33][OH:34])[CH2:31][C:30]3[C:25](=[CH:26][CH:27]=[CH:28][CH:29]=3)[CH2:24]2)=[O:22])=[C:14]([N:10]2[C:11]([CH3:13])=[CH:12][C:8]([C:6](=[O:7])[N:5]([CH2:1][CH2:2][CH2:3][CH3:4])[CH2:35][CH2:36][CH2:37][CH3:38])=[N:9]2)[CH:19]=1)[C:51]1[CH:56]=[CH:55][CH:54]=[CH:53][CH:52]=1, predict the reactants needed to synthesize it. The reactants are: [CH2:1]([N:5]([CH2:35][CH2:36][CH2:37][CH3:38])[C:6]([C:8]1[CH:12]=[C:11]([CH3:13])[N:10]([C:14]2[CH:19]=[C:18]([OH:20])[CH:17]=[CH:16][C:15]=2[C:21]([N:23]2[C@H:32]([CH2:33][OH:34])[CH2:31][C:30]3[C:25](=[CH:26][CH:27]=[CH:28][CH:29]=3)[CH2:24]2)=[O:22])[N:9]=1)=[O:7])[CH2:2][CH2:3][CH3:4].CC(C)([O-])C.[K+].Cl[CH2:46][C:47]([O:49][CH2:50][C:51]1[CH:56]=[CH:55][CH:54]=[CH:53][CH:52]=1)=[O:48].Cl. (4) Given the product [CH2:1]([C@H:7]1[C@H:8]([CH2:12][C@H:13]([OH:25])[CH2:14][CH2:15][CH2:16][CH2:17][CH2:18][CH2:19][CH2:20][CH2:21][CH2:22][CH2:23][CH3:24])[O:9][C:10]1=[O:11])[CH2:2][CH2:3][CH2:4][CH2:5][CH3:6], predict the reactants needed to synthesize it. The reactants are: [CH2:1]([CH:7]1[C:10](=[O:11])[O:9][CH:8]1[CH2:12][CH:13]([O:25]C(=O)C(NC=O)CC(C)C)[CH2:14][CH2:15][CH:16]=[CH:17][CH2:18][CH2:19][CH2:20][CH2:21][CH2:22][CH2:23][CH3:24])[CH2:2][CH2:3][CH2:4][CH2:5][CH3:6]. (5) Given the product [Br:36][C:33]1[CH:34]=[CH:35][C:30]([NH:29][C:27](=[O:28])[C@@H:26]([N:25]2[C:23](=[O:24])[C@@H:22]([C:45]3[CH:50]=[CH:49][C:48]([O:51][CH3:52])=[CH:47][CH:46]=3)[NH:21][C:2]2=[O:1])[C@H:37]([C:39]2[CH:44]=[CH:43][CH:42]=[CH:41][CH:40]=2)[CH3:38])=[CH:31][CH:32]=1, predict the reactants needed to synthesize it. The reactants are: [O:1]=[C:2](Cl)OC(Cl)(Cl)Cl.C1(C)C=CC=CC=1.O1CCCC1.[NH2:21][C@H:22]([C:45]1[CH:50]=[CH:49][C:48]([O:51][CH3:52])=[CH:47][CH:46]=1)[C:23]([NH:25][C@@H:26]([C@H:37]([C:39]1[CH:44]=[CH:43][CH:42]=[CH:41][CH:40]=1)[CH3:38])[C:27]([NH:29][C:30]1[CH:35]=[CH:34][C:33]([Br:36])=[CH:32][CH:31]=1)=[O:28])=[O:24].C(N(CC)C(C)C)(C)C. (6) Given the product [C:21]([O:25][C:26]([N:10]1[CH2:11][CH2:12][CH2:13][CH:8]([C:5]2[CH:4]=[CH:3][C:2]([Br:1])=[CH:7][CH:6]=2)[CH2:9]1)=[O:27])([CH3:24])([CH3:23])[CH3:22], predict the reactants needed to synthesize it. The reactants are: [Br:1][C:2]1[CH:7]=[CH:6][C:5]([CH:8]2[CH2:13][CH2:12][CH2:11][NH:10][CH2:9]2)=[CH:4][CH:3]=1.C(N(CC)CC)C.[C:21]([O:25][C:26](O[C:26]([O:25][C:21]([CH3:24])([CH3:23])[CH3:22])=[O:27])=[O:27])([CH3:24])([CH3:23])[CH3:22]. (7) Given the product [NH2:13][C:6]1[CH:5]=[CH:4][C:3]([O:2][CH3:1])=[CH:12][C:7]=1[C:8]([O:10][CH3:11])=[O:9], predict the reactants needed to synthesize it. The reactants are: [CH3:1][O:2][C:3]1[CH:4]=[CH:5][C:6]([N+:13]([O-])=O)=[C:7]([CH:12]=1)[C:8]([O:10][CH3:11])=[O:9].